Task: Predict the reactants needed to synthesize the given product.. Dataset: Full USPTO retrosynthesis dataset with 1.9M reactions from patents (1976-2016) (1) Given the product [Cl:28][C:22]1[CH:21]=[C:20]([NH:19][C:17]2[N:16]=[C:15]([NH:29][CH:30]3[CH2:31][CH2:32][CH2:33][CH2:34][CH2:35][CH2:36]3)[N:14]=[C:13]([O:9][CH:5]3[CH2:6][CH2:7][CH2:8][N:3]([CH2:1][CH3:2])[CH2:4]3)[N:18]=2)[CH:25]=[CH:24][C:23]=1[O:26][CH3:27], predict the reactants needed to synthesize it. The reactants are: [CH2:1]([N:3]1[CH2:8][CH2:7][CH2:6][CH:5]([OH:9])[CH2:4]1)[CH3:2].[OH-].[Na+].Cl[C:13]1[N:18]=[C:17]([NH:19][C:20]2[CH:25]=[CH:24][C:23]([O:26][CH3:27])=[C:22]([Cl:28])[CH:21]=2)[N:16]=[C:15]([NH:29][CH:30]2[CH2:36][CH2:35][CH2:34][CH2:33][CH2:32][CH2:31]2)[N:14]=1. (2) Given the product [C:43]([O:20][C:21]1[CH:22]=[C:23]([NH:27][C:28]2[N:33]=[C:32]([NH:34][C:7]3[CH:8]=[CH:9][CH:10]=[C:5]([O:4][C:1](=[O:3])[CH3:2])[CH:6]=3)[C:31]([F:42])=[CH:30][N:29]=2)[CH:24]=[CH:25][CH:26]=1)(=[O:45])[CH3:44], predict the reactants needed to synthesize it. The reactants are: [C:1]([O:4][C:5]1[CH:6]=[C:7](C2N=C(N)N=C(N)C=2F)[CH:8]=[CH:9][CH:10]=1)(=[O:3])[CH3:2].[OH:20][C:21]1[CH:22]=[C:23]([NH:27][C:28]2[N:33]=[C:32]([NH:34]C3C=CC=C(O)C=3)[C:31]([F:42])=[CH:30][N:29]=2)[CH:24]=[CH:25][CH:26]=1.[C:43](Cl)(=[O:45])[CH3:44].N1C=CC=CC=1. (3) Given the product [Cl:1][C:2]1[C:3]([CH3:18])=[CH:4][C:5]([C:20]2[N:21]=[C:22]([CH3:26])[N:23]([CH3:25])[CH:24]=2)=[CH:6][C:7]=1[CH3:8], predict the reactants needed to synthesize it. The reactants are: [Cl:1][C:2]1[C:7]([CH3:8])=[CH:6][C:5](B2OC(C)(C)C(C)(C)O2)=[CH:4][C:3]=1[CH3:18].Br[C:20]1[N:21]=[C:22]([CH3:26])[N:23]([CH3:25])[CH:24]=1.